Dataset: Catalyst prediction with 721,799 reactions and 888 catalyst types from USPTO. Task: Predict which catalyst facilitates the given reaction. (1) Reactant: [C:1]([C:4]1[C:5]2[N:6]([CH:36]=[CH:37][N:38]=2)[C:7]([NH:21][CH2:22][CH:23]2[CH2:28][CH2:27][CH2:26][N:25](C(OC(C)(C)C)=O)[CH2:24]2)=[N:8][C:9]=1[NH:10][C:11]1[CH:16]=[C:15]([O:17][CH3:18])[CH:14]=[C:13]([O:19][CH3:20])[CH:12]=1)(=[O:3])[NH2:2]. Product: [CH3:18][O:17][C:15]1[CH:16]=[C:11]([NH:10][C:9]2[N:8]=[C:7]([NH:21][CH2:22][CH:23]3[CH2:28][CH2:27][CH2:26][NH:25][CH2:24]3)[N:6]3[CH:36]=[CH:37][N:38]=[C:5]3[C:4]=2[C:1]([NH2:2])=[O:3])[CH:12]=[C:13]([O:19][CH3:20])[CH:14]=1. The catalyst class is: 209. (2) Product: [O:1]1[CH:5]=[CH:4][C:3]([C:6]2[C:7]([O:29][CH3:30])=[C:8]([C:16]([CH2:19][S:20]([C:23]3[CH:28]=[CH:27][CH:26]=[CH:25][CH:24]=3)(=[N:22][CH3:36])=[O:21])=[CH:17][CH:18]=2)[C:9]([O:11][C:12]([CH3:15])([CH3:14])[CH3:13])=[O:10])=[CH:2]1. Reactant: [O:1]1[CH:5]=[CH:4][C:3]([C:6]2[C:7]([O:29][CH3:30])=[C:8]([C:16]([CH2:19][S:20]([C:23]3[CH:28]=[CH:27][CH:26]=[CH:25][CH:24]=3)(=[NH:22])=[O:21])=[CH:17][CH:18]=2)[C:9]([O:11][C:12]([CH3:15])([CH3:14])[CH3:13])=[O:10])=[CH:2]1.F[B-](F)(F)F.[CH3:36][O+](C)C.C(=O)([O-])[O-].[K+].[K+].O. The catalyst class is: 2.